From a dataset of Full USPTO retrosynthesis dataset with 1.9M reactions from patents (1976-2016). Predict the reactants needed to synthesize the given product. Given the product [CH2:8]([C:15]1[N:20]=[N:19][C:18]([N:21]2[CH2:26][CH2:25][CH:24]([N:31]3[CH2:32][CH2:33][C:34]4[C:39](=[CH:38][CH:37]=[CH:36][CH:35]=4)[CH2:30]3)[CH2:23][CH2:22]2)=[C:17]([CH3:28])[C:16]=1[CH3:29])[C:9]1[CH:14]=[CH:13][CH:12]=[CH:11][CH:10]=1, predict the reactants needed to synthesize it. The reactants are: C(O)(C(F)(F)F)=O.[CH2:8]([C:15]1[N:20]=[N:19][C:18]([N:21]2[CH2:26][CH2:25][C:24](=O)[CH2:23][CH2:22]2)=[C:17]([CH3:28])[C:16]=1[CH3:29])[C:9]1[CH:14]=[CH:13][CH:12]=[CH:11][CH:10]=1.[CH2:30]1[C:39]2[C:34](=[CH:35][CH:36]=[CH:37][CH:38]=2)[CH2:33][CH2:32][NH:31]1.